This data is from Full USPTO retrosynthesis dataset with 1.9M reactions from patents (1976-2016). The task is: Predict the reactants needed to synthesize the given product. (1) Given the product [CH3:43][O:1][CH2:2][C:3]([CH3:37])([CH3:38])[O:4][C:5]1[CH:10]=[CH:9][C:8]([N:11]2[C:16](=[O:17])[C:15]([CH2:18][C:19]3[CH:24]=[CH:23][C:22]([C:25]4[C:26]([C:31]#[N:32])=[CH:27][CH:28]=[CH:29][CH:30]=4)=[CH:21][CH:20]=3)=[C:14]([CH2:33][CH2:34][CH3:35])[N:13]=[C:12]2[CH3:36])=[CH:7][CH:6]=1, predict the reactants needed to synthesize it. The reactants are: [OH:1][CH2:2][C:3]([CH3:38])([CH3:37])[O:4][C:5]1[CH:10]=[CH:9][C:8]([N:11]2[C:16](=[O:17])[C:15]([CH2:18][C:19]3[CH:24]=[CH:23][C:22]([C:25]4[C:26]([C:31]#[N:32])=[CH:27][CH:28]=[CH:29][CH:30]=4)=[CH:21][CH:20]=3)=[C:14]([CH2:33][CH2:34][CH3:35])[N:13]=[C:12]2[CH3:36])=[CH:7][CH:6]=1.[H-].[Na+].CI.[C:43](OCC)(=O)C. (2) Given the product [CH3:1][C:2]1[CH:11]=[CH:10][C:9]2[C:4](=[CH:5][CH:6]=[CH:7][CH:8]=2)[C:3]=1[CH2:12][CH:13]([OH:15])[CH3:14], predict the reactants needed to synthesize it. The reactants are: [CH3:1][C:2]1[CH:11]=[CH:10][C:9]2[C:4](=[CH:5][CH:6]=[CH:7][CH:8]=2)[C:3]=1[CH2:12][C:13](=[O:15])[CH3:14].[H-].[H-].[H-].[H-].[Li+].[Al+3]. (3) Given the product [CH2:18]([C:16]1([CH2:20][NH:21][C:22](=[O:27])[C:23]([F:24])([F:26])[F:25])[CH2:15][NH:14][CH2:17]1)[CH3:19], predict the reactants needed to synthesize it. The reactants are: C([N:14]1[CH2:17][C:16]([CH2:20][NH:21][C:22](=[O:27])[C:23]([F:26])([F:25])[F:24])([CH2:18][CH3:19])[CH2:15]1)(C1C=CC=CC=1)C1C=CC=CC=1.Cl. (4) Given the product [CH2:3]([O:6][C:7]1[CH:8]=[CH:9][C:10]([CH2:13][O:23][CH2:22][CH2:21][N:16]2[CH:20]=[CH:19][N:18]=[N:17]2)=[C:11]([CH3:24])[CH:12]=1)[CH:4]=[CH2:5], predict the reactants needed to synthesize it. The reactants are: [H-].[Na+].[CH2:3]([O:6][C:7]1[CH:12]=[CH:11][C:10]([CH2:13]Cl)=[CH:9][C:8]=1C)[CH:4]=[CH2:5].[N:16]1([CH2:21][CH2:22][OH:23])[CH:20]=[CH:19][N:18]=[N:17]1.[CH3:24]N(C=O)C. (5) Given the product [OH:10][B:7]1[C:6]2[CH:11]=[C:2]([NH:1][S:32]([C:24]3[CH:25]=[CH:26][C:27]([N+:29]([O-:31])=[O:30])=[CH:28][C:23]=3[CH2:22][CH2:21][O:20][CH3:19])(=[O:33])=[O:34])[CH:3]=[CH:4][C:5]=2[CH2:9][O:8]1, predict the reactants needed to synthesize it. The reactants are: [NH2:1][C:2]1[CH:3]=[CH:4][C:5]2[CH2:9][O:8][B:7]([OH:10])[C:6]=2[CH:11]=1.CN1CCOCC1.[CH3:19][O:20][CH2:21][CH2:22][C:23]1[CH:28]=[C:27]([N+:29]([O-:31])=[O:30])[CH:26]=[CH:25][C:24]=1[S:32](Cl)(=[O:34])=[O:33].